Dataset: Forward reaction prediction with 1.9M reactions from USPTO patents (1976-2016). Task: Predict the product of the given reaction. (1) Given the reactants [NH2:1][C:2]1[C:7]([CH:8]=[O:9])=[C:6](Cl)[N:5]=[C:4]([Cl:11])[CH:3]=1.[CH:12]1(B(O)O)[CH2:14][CH2:13]1.C1(P(C2CCCCC2)C2CCCCC2)CCCCC1.P([O-])([O-])([O-])=O.[K+].[K+].[K+], predict the reaction product. The product is: [NH2:1][C:2]1[C:7]([CH:8]=[O:9])=[C:6]([CH:12]2[CH2:14][CH2:13]2)[N:5]=[C:4]([Cl:11])[CH:3]=1. (2) Given the reactants [CH:1](NC(C)C)(C)C.C([Li])CCC.[F:13][C:14]1[CH:19]=[CH:18][C:17]([CH2:20][C:21]([O:23][CH3:24])=[O:22])=[CH:16][CH:15]=1.CI, predict the reaction product. The product is: [F:13][C:14]1[CH:15]=[CH:16][C:17]([CH:20]([CH3:1])[C:21]([O:23][CH3:24])=[O:22])=[CH:18][CH:19]=1.